From a dataset of Forward reaction prediction with 1.9M reactions from USPTO patents (1976-2016). Predict the product of the given reaction. (1) The product is: [CH2:18]([O:17][C:13](=[O:16])[CH2:14][O:15][C:5]1[CH:4]=[C:3]([Cl:12])[C:2]([Cl:1])=[CH:7][C:6]=1[N+:8]([O-:10])=[O:9])[CH3:19]. Given the reactants [Cl:1][C:2]1[CH:7]=[C:6]([N+:8]([O-:10])=[O:9])[C:5](F)=[CH:4][C:3]=1[Cl:12].[C:13]([O:17][CH2:18][CH3:19])(=[O:16])[CH2:14][OH:15].[F-].[K+].FC(F)(F)C(O)=O, predict the reaction product. (2) Given the reactants C([O:8][C:9]1[CH:14]=[CH:13][C:12]([CH2:15][CH2:16][O:17][C:18]2[CH:23]=[CH:22][C:21]([CH2:24][CH2:25][NH:26][CH2:27][C@@H:28]([C:37]3[CH:42]=[C:41]([O:43]CC4C=CC=CC=4)[CH:40]=[C:39]([O:51]CC4C=CC=CC=4)[CH:38]=3)[O:29][Si:30]([C:33]([CH3:36])([CH3:35])[CH3:34])([CH3:32])[CH3:31])=[CH:20][CH:19]=2)=[CH:11][C:10]=1[C@@H:59]([C:69]1[CH:74]=[CH:73][CH:72]=[CH:71][CH:70]=1)[CH2:60][CH2:61][N:62]([CH:66]([CH3:68])[CH3:67])[CH:63]([CH3:65])[CH3:64])C1C=CC=CC=1.C([O-])=O.[NH4+], predict the reaction product. The product is: [Si:30]([O:29][C@H:28]([C:37]1[CH:42]=[C:41]([OH:43])[CH:40]=[C:39]([OH:51])[CH:38]=1)[CH2:27][NH:26][CH2:25][CH2:24][C:21]1[CH:22]=[CH:23][C:18]([O:17][CH2:16][CH2:15][C:12]2[CH:13]=[CH:14][C:9]([OH:8])=[C:10]([C@@H:59]([C:69]3[CH:74]=[CH:73][CH:72]=[CH:71][CH:70]=3)[CH2:60][CH2:61][N:62]([CH:63]([CH3:65])[CH3:64])[CH:66]([CH3:68])[CH3:67])[CH:11]=2)=[CH:19][CH:20]=1)([C:33]([CH3:36])([CH3:34])[CH3:35])([CH3:32])[CH3:31]. (3) Given the reactants [NH2:1][C:2]1[N:7]=[CH:6][C:5]([NH:8][C:9](=[O:15])[O:10][C:11]([CH3:14])([CH3:13])[CH3:12])=[CH:4][CH:3]=1.[CH:16]1[C:21]([C:22]([CH2:24]Br)=O)=[CH:20][CH:19]=[C:18]([Br:26])[CH:17]=1, predict the reaction product. The product is: [C:11]([O:10][C:9](=[O:15])[NH:8][C:5]1[CH:4]=[CH:3][C:2]2[N:7]([CH:24]=[C:22]([C:21]3[CH:20]=[CH:19][C:18]([Br:26])=[CH:17][CH:16]=3)[N:1]=2)[CH:6]=1)([CH3:12])([CH3:14])[CH3:13]. (4) Given the reactants Cl.Cl.Cl.[Cl:4][C:5]1[N:14]=[C:13]([S:15][CH:16]2[CH2:21][CH2:20][NH:19][CH2:18][CH2:17]2)[C:12]2[C:7](=[CH:8][C:9]([O:24][CH3:25])=[C:10]([O:22][CH3:23])[CH:11]=2)[N:6]=1.C(N(CC)CC)C.C(O)(=O)C.[CH:37](=O)[C:38]1[CH:43]=[CH:42][CH:41]=[CH:40][CH:39]=1.C(O[BH-](OC(=O)C)OC(=O)C)(=O)C.[Na+], predict the reaction product. The product is: [CH2:37]([N:19]1[CH2:18][CH2:17][CH:16]([S:15][C:13]2[C:12]3[C:7](=[CH:8][C:9]([O:24][CH3:25])=[C:10]([O:22][CH3:23])[CH:11]=3)[N:6]=[C:5]([Cl:4])[N:14]=2)[CH2:21][CH2:20]1)[C:38]1[CH:43]=[CH:42][CH:41]=[CH:40][CH:39]=1. (5) Given the reactants [F:1][CH:2]([F:14])[C:3]1[CH:8]=[CH:7][CH:6]=[C:5]([CH:9]([F:11])[F:10])[C:4]=1[CH2:12][OH:13], predict the reaction product. The product is: [F:1][CH:2]([F:14])[C:3]1[CH:8]=[CH:7][CH:6]=[C:5]([CH:9]([F:11])[F:10])[C:4]=1[CH:12]=[O:13]. (6) Given the reactants [N:1]1[C:5]2[CH:6]=[CH:7][CH:8]=[CH:9][C:4]=2[NH:3][C:2]=1[C:10](O)=O.[C:13](NN)([O:15][CH2:16][C:17]1C=CC=CC=1)=O.CN(C(ON1N=N[C:35]2[CH:36]=[CH:37][CH:38]=[CH:39][C:34]1=2)=[N+](C)C)C.[B-](F)(F)(F)F.CC[N:49](C(C)C)C(C)C.C[N:57]([CH:59]=[O:60])C, predict the reaction product. The product is: [CH:34]1([N:3]2[C:4]3[CH:9]=[CH:8][C:7]([C:59]([NH:57][NH2:49])=[O:60])=[CH:6][C:5]=3[N:1]=[C:2]2[C:10]2[CH:17]=[CH:16][O:15][CH:13]=2)[CH2:35][CH2:36][CH2:37][CH2:38][CH2:39]1.